Dataset: Peptide-MHC class II binding affinity with 134,281 pairs from IEDB. Task: Regression. Given a peptide amino acid sequence and an MHC pseudo amino acid sequence, predict their binding affinity value. This is MHC class II binding data. (1) The peptide sequence is TIGTSVEESEMFMPR. The MHC is DRB1_0801 with pseudo-sequence DRB1_0801. The binding affinity (normalized) is 0. (2) The peptide sequence is GELQIVDKIKAAFKI. The MHC is DRB1_0802 with pseudo-sequence DRB1_0802. The binding affinity (normalized) is 0.564.